From a dataset of Full USPTO retrosynthesis dataset with 1.9M reactions from patents (1976-2016). Predict the reactants needed to synthesize the given product. (1) Given the product [Cl:24][C:25]1[N:30]=[C:29]([CH2:31][C:4]([C:3]2[CH:8]=[C:9]([O:12][CH3:13])[CH:10]=[CH:11][C:2]=2[F:1])=[O:6])[CH:28]=[CH:27][N:26]=1, predict the reactants needed to synthesize it. The reactants are: [F:1][C:2]1[CH:11]=[CH:10][C:9]([O:12][CH3:13])=[CH:8][C:3]=1[C:4]([O:6]C)=O.[Li+].C[Si]([N-][Si](C)(C)C)(C)C.[Cl:24][C:25]1[N:30]=[C:29]([CH3:31])[CH:28]=[CH:27][N:26]=1. (2) Given the product [CH2:28]([O:30][C:31](=[O:32])[CH2:33][C:34]1[CH:39]=[CH:38][C:37]([CH2:24][C:21]2[CH:22]=[CH:23][C:18]([C:17]3[O:16][N:15]=[C:14]([CH3:26])[C:13]=3[NH:12][C:11]([O:10][C@@H:8]([C:3]3[CH:4]=[CH:5][CH:6]=[CH:7][C:2]=3[F:1])[CH3:9])=[O:27])=[CH:19][CH:20]=2)=[CH:36][CH:35]=1)[CH3:29], predict the reactants needed to synthesize it. The reactants are: [F:1][C:2]1[CH:7]=[CH:6][CH:5]=[CH:4][C:3]=1[C@H:8]([O:10][C:11](=[O:27])[NH:12][C:13]1[C:14]([CH3:26])=[N:15][O:16][C:17]=1[C:18]1[CH:23]=[CH:22][C:21]([CH2:24]Cl)=[CH:20][CH:19]=1)[CH3:9].[CH2:28]([O:30][C:31]([CH2:33][C:34]1[CH:39]=[CH:38][C:37](B(O)O)=[CH:36][CH:35]=1)=[O:32])[CH3:29].